From a dataset of Full USPTO retrosynthesis dataset with 1.9M reactions from patents (1976-2016). Predict the reactants needed to synthesize the given product. (1) The reactants are: [Br:1][C:2]1[CH:8]=[CH:7][C:5]([NH2:6])=[C:4]([CH2:9][CH3:10])[CH:3]=1.Cl.S([O-])([O-])(=O)=O.[Na+].[Na+].Cl.[NH2:20][OH:21].Cl[C:23](Cl)(Cl)[CH:24]([OH:26])O. Given the product [Br:1][C:2]1[CH:8]=[CH:7][C:5]([NH:6][C:24](=[O:26])[CH:23]=[N:20][OH:21])=[C:4]([CH2:9][CH3:10])[CH:3]=1, predict the reactants needed to synthesize it. (2) Given the product [OH:1][C:2]1[C:10]2[C:5](=[CH:6][CH:7]=[C:8]([C:11]([O:13][CH3:15])=[O:12])[CH:9]=2)[NH:4][N:3]=1, predict the reactants needed to synthesize it. The reactants are: [OH:1][C:2]1[C:10]2[C:5](=[CH:6][CH:7]=[C:8]([C:11]([OH:13])=[O:12])[CH:9]=2)[NH:4][N:3]=1.Cl.[CH3:15]O. (3) Given the product [Cl:8][C:9]1[CH:10]=[C:11]([CH2:15][O:16][C:17]2[CH:18]=[CH:19][C:20]([CH3:26])=[C:21]([C:22]([NH:27][C:28]3[CH:33]=[CH:32][C:31]([CH2:34][C:35]([O:37][CH2:38][CH3:39])=[O:36])=[CH:30][C:29]=3[CH3:40])=[O:23])[CH:25]=2)[CH:12]=[CH:13][CH:14]=1, predict the reactants needed to synthesize it. The reactants are: C(N(CC)CC)C.[Cl:8][C:9]1[CH:10]=[C:11]([CH2:15][O:16][C:17]2[CH:18]=[CH:19][C:20]([CH3:26])=[C:21]([CH:25]=2)[C:22](Cl)=[O:23])[CH:12]=[CH:13][CH:14]=1.[NH2:27][C:28]1[CH:33]=[CH:32][C:31]([CH2:34][C:35]([O:37][CH2:38][CH3:39])=[O:36])=[CH:30][C:29]=1[CH3:40]. (4) Given the product [CH2:1]([O:4][C:5](=[O:6])[NH:7][C:8]1[CH:17]=[CH:16][CH:15]=[C:10]([C:11](=[O:13])[CH2:20][C:35]2[CH:34]=[CH:33][N:32]=[C:31]([Cl:29])[N:30]=2)[C:9]=1[F:18])[CH:2]=[CH2:3], predict the reactants needed to synthesize it. The reactants are: [CH2:1]([O:4][C:5]([NH:7][C:8]1[C:9]([F:18])=[C:10]([CH:15]=[CH:16][CH:17]=1)[C:11]([O:13]C)=O)=[O:6])[CH:2]=[CH2:3].[Li+].[CH3:20][Si]([N-][Si](C)(C)C)(C)C.[Cl-:29].[N:30]1[CH:35]=[CH:34][CH:33]=[N:32][CH:31]=1. (5) Given the product [CH3:17][O:18][CH2:19][O:1][CH:2]1[C:11]2[C:6](=[CH:7][C:8]([C:12](=[O:14])[CH3:13])=[CH:9][CH:10]=2)[C:5]([CH3:16])([CH3:15])[CH2:4][CH2:3]1, predict the reactants needed to synthesize it. The reactants are: [OH:1][CH:2]1[C:11]2[C:6](=[CH:7][C:8]([C:12](=[O:14])[CH3:13])=[CH:9][CH:10]=2)[C:5]([CH3:16])([CH3:15])[CH2:4][CH2:3]1.[CH3:17][O:18][CH2:19]Cl.C(N(CC)CC)C.